The task is: Regression. Given a peptide amino acid sequence and an MHC pseudo amino acid sequence, predict their binding affinity value. This is MHC class II binding data.. This data is from Peptide-MHC class II binding affinity with 134,281 pairs from IEDB. The peptide sequence is GELQIVDKIDAAKKI. The MHC is DRB1_0701 with pseudo-sequence DRB1_0701. The binding affinity (normalized) is 0.582.